Dataset: Reaction yield outcomes from USPTO patents with 853,638 reactions. Task: Predict the reaction yield, written as a fraction of the theoretical maximum amount of product (1.0 means a 100% yield; for example, 0.34 means a 34% yield). (1) The reactants are [F:1][C:2]([F:7])([F:6])[C:3]([OH:5])=[O:4].[C:8]1([C:14]2[CH:19]=[C:18]([CH:20]3[CH2:25][CH2:24][NH:23][CH2:22][CH2:21]3)[CH:17]=[CH:16][C:15]=2[NH:26][C:27]([C:29]2[NH:30][CH:31]=[C:32]([C:34]#[N:35])[N:33]=2)=[O:28])[CH2:13][CH2:12][CH2:11][CH2:10][CH:9]=1.Cl.[N:37]1[CH:42]=[CH:41][CH:40]=[CH:39][C:38]=1[CH2:43][C:44](O)=[O:45].CCN=C=NCCCN(C)C.C1C=CC2N(O)N=NC=2C=1.CCN(C(C)C)C(C)C. The catalyst is O.CN(C=O)C. The product is [F:1][C:2]([F:7])([F:6])[C:3]([OH:5])=[O:4].[C:8]1([C:14]2[CH:19]=[C:18]([CH:20]3[CH2:21][CH2:22][N:23]([C:44](=[O:45])[CH2:43][C:38]4[CH:39]=[CH:40][CH:41]=[CH:42][N:37]=4)[CH2:24][CH2:25]3)[CH:17]=[CH:16][C:15]=2[NH:26][C:27]([C:29]2[NH:30][CH:31]=[C:32]([C:34]#[N:35])[N:33]=2)=[O:28])[CH2:13][CH2:12][CH2:11][CH2:10][CH:9]=1. The yield is 0.700. (2) The reactants are [OH:1][C:2]1[CH:3]=[CH:4][CH:5]=[C:6]2[C:10]=1[NH:9][CH:8]=[CH:7]2.[CH2:11]1[O:13][CH2:12]1.[H-].[Na+].O. The catalyst is O1CCOCC1. The product is [NH:9]1[C:10]2[C:6](=[CH:5][CH:4]=[CH:3][C:2]=2[O:1][CH2:11][CH2:12][OH:13])[CH:7]=[CH:8]1. The yield is 0.340. (3) The reactants are C(OC([N:8]1[CH2:11][CH:10]([C:12]2[CH:13]=[C:14]3[C:18](=[CH:19][CH:20]=2)[N:17]([S:21]([C:24]2[CH:29]=[CH:28][CH:27]=[C:26]([C:30]([F:33])([F:32])[F:31])[CH:25]=2)(=[O:23])=[O:22])[CH:16]=[CH:15]3)[CH2:9]1)=O)(C)(C)C.[ClH:34]. The catalyst is C(O)=O.CCOCC. The product is [ClH:34].[NH:8]1[CH2:11][CH:10]([C:12]2[CH:13]=[C:14]3[C:18](=[CH:19][CH:20]=2)[N:17]([S:21]([C:24]2[CH:29]=[CH:28][CH:27]=[C:26]([C:30]([F:32])([F:33])[F:31])[CH:25]=2)(=[O:22])=[O:23])[CH:16]=[CH:15]3)[CH2:9]1. The yield is 0.440.